This data is from Reaction yield outcomes from USPTO patents with 853,638 reactions. The task is: Predict the reaction yield, written as a fraction of the theoretical maximum amount of product (1.0 means a 100% yield; for example, 0.34 means a 34% yield). The reactants are [C:1]1([N:7]2[C:15]3[CH2:14][CH2:13][NH:12][CH2:11][C:10]=3[N:9]=[N:8]2)[CH:6]=[CH:5][CH:4]=[CH:3][CH:2]=1.[Cl:16][C:17]1[C:25]([Cl:26])=[CH:24][CH:23]=[CH:22][C:18]=1[C:19](O)=[O:20].CCN(CC)CC.CN(C(ON1N=NC2C=CC=NC1=2)=[N+](C)C)C.F[P-](F)(F)(F)(F)F. The catalyst is C(Cl)Cl. The product is [Cl:16][C:17]1[C:25]([Cl:26])=[CH:24][CH:23]=[CH:22][C:18]=1[C:19]([N:12]1[CH2:13][CH2:14][C:15]2[N:7]([C:1]3[CH:2]=[CH:3][CH:4]=[CH:5][CH:6]=3)[N:8]=[N:9][C:10]=2[CH2:11]1)=[O:20]. The yield is 0.750.